Dataset: Forward reaction prediction with 1.9M reactions from USPTO patents (1976-2016). Task: Predict the product of the given reaction. Given the reactants [Cl:1][C:2]1[CH:10]=[CH:9][CH:8]=[C:7]2[C:3]=1[C:4]([CH3:12])([CH3:11])[CH2:5][NH:6]2.Cl.CN(C)CCCN=C=NCC.[N:25]1([C:31]2[N:32]=[C:33]([CH2:38][C:39]([O-])=[O:40])[NH:34][C:35](=[O:37])[CH:36]=2)[CH2:30][CH2:29][O:28][CH2:27][CH2:26]1.[Na+].O, predict the reaction product. The product is: [Cl:1][C:2]1[CH:10]=[CH:9][CH:8]=[C:7]2[C:3]=1[C:4]([CH3:12])([CH3:11])[CH2:5][N:6]2[C:39](=[O:40])[CH2:38][C:33]1[NH:34][C:35](=[O:37])[CH:36]=[C:31]([N:25]2[CH2:26][CH2:27][O:28][CH2:29][CH2:30]2)[N:32]=1.